This data is from Full USPTO retrosynthesis dataset with 1.9M reactions from patents (1976-2016). The task is: Predict the reactants needed to synthesize the given product. Given the product [Cl:1][C:2]1[CH:3]=[CH:4][C:5]2[N:11]3[CH:12]=[CH:13][CH:14]=[C:10]3[C@@H:9]([CH2:15][CH2:16][N:17]3[N:21]=[N:20][C:19]([S:22][C:23]([CH3:30])([CH3:29])[C:24]([OH:26])=[O:25])=[N:18]3)[O:8][C@H:7]([C:31]3[CH:36]=[CH:35][CH:34]=[C:33]([O:37][CH3:38])[C:32]=3[O:39][CH3:40])[C:6]=2[CH:41]=1, predict the reactants needed to synthesize it. The reactants are: [Cl:1][C:2]1[CH:3]=[CH:4][C:5]2[N:11]3[CH:12]=[CH:13][CH:14]=[C:10]3[C@@H:9]([CH2:15][CH2:16][N:17]3[N:21]=[N:20][C:19]([S:22][C:23]([CH3:30])([CH3:29])[C:24]([O:26]CC)=[O:25])=[N:18]3)[O:8][C@H:7]([C:31]3[CH:36]=[CH:35][CH:34]=[C:33]([O:37][CH3:38])[C:32]=3[O:39][CH3:40])[C:6]=2[CH:41]=1.[OH-].[Na+].